Predict the product of the given reaction. From a dataset of Forward reaction prediction with 1.9M reactions from USPTO patents (1976-2016). Given the reactants C1(P(C2CCCCC2)C2C=CC=CC=2C2C=CC=CC=2N(C)C)CCCCC1.C[Si](C)(C)[N-][Si](C)(C)C.[Li+].[C:39]([O:43][C:44](=[O:46])[CH3:45])([CH3:42])([CH3:41])[CH3:40].Cl[N:48]1[CH:53]=[CH:52][CH:51]=[C:50]([Cl:54])[CH2:49]1, predict the reaction product. The product is: [C:39]([O:43][C:44](=[O:46])[CH2:45][C:52]1[CH:53]=[N:48][CH:49]=[C:50]([Cl:54])[CH:51]=1)([CH3:42])([CH3:41])[CH3:40].